This data is from Forward reaction prediction with 1.9M reactions from USPTO patents (1976-2016). The task is: Predict the product of the given reaction. (1) Given the reactants [F:1][C:2]([F:15])([F:14])[S:3]([O:6]S(C(F)(F)F)(=O)=O)(=[O:5])=[O:4].O[C:17]1[CH:22]=[CH:21][C:20]([C:23]2[N:28]([CH3:29])[C:27](=[O:30])[N:26]([CH2:31][O:32][CH2:33][CH2:34][Si:35]([CH3:38])([CH3:37])[CH3:36])[C:25](=[O:39])[C:24]=2[CH3:40])=[C:19]([CH3:41])[CH:18]=1, predict the reaction product. The product is: [F:1][C:2]([F:15])([F:14])[S:3]([O:6][C:17]1[CH:22]=[CH:21][C:20]([C:23]2[N:28]([CH3:29])[C:27](=[O:30])[N:26]([CH2:31][O:32][CH2:33][CH2:34][Si:35]([CH3:38])([CH3:37])[CH3:36])[C:25](=[O:39])[C:24]=2[CH3:40])=[C:19]([CH3:41])[CH:18]=1)(=[O:5])=[O:4]. (2) Given the reactants [N+]([C:4]1[NH:5][CH:6]=[C:7]([N+:9]([O-:11])=[O:10])[N:8]=1)([O-])=O.[CH3:12][C:13]1([CH2:16][NH:17][C:18](=[O:28])[O:19][CH2:20][C:21]2[CH:26]=[CH:25][C:24]([Cl:27])=[CH:23][CH:22]=2)[CH2:15][O:14]1.C([O-])(=O)C.[Na+].O, predict the reaction product. The product is: [CH3:15][C:13]1([CH2:16][NH:17][C:18](=[O:28])[O:19][CH2:20][C:21]2[CH:22]=[CH:23][C:24]([Cl:27])=[CH:25][CH:26]=2)[O:14][C:4]2=[N:8][C:7]([N+:9]([O-:11])=[O:10])=[CH:6][N:5]2[CH2:12]1. (3) The product is: [Br:9][C:10]1[C:11]([F:17])=[C:12]([C:19]([OH:20])([CH3:21])[CH3:18])[C:13]([F:16])=[CH:14][CH:15]=1. Given the reactants C([N-]C(C)C)(C)C.[Li+].[Br:9][C:10]1[CH:15]=[CH:14][C:13]([F:16])=[CH:12][C:11]=1[F:17].[CH3:18][C:19]([CH3:21])=[O:20].Cl, predict the reaction product. (4) Given the reactants [CH3:1][P:2]([C:5]1[N:6]=[C:7]([O:12][CH3:13])[C:8](N)=[N:9][CH:10]=1)([CH3:4])=[O:3].Cl[C:15]1[N:20]=[C:19]([Cl:21])[C:18]([C:22]([F:25])([F:24])[F:23])=[CH:17][N:16]=1, predict the reaction product. The product is: [Cl:21][C:19]1[C:18]([C:22]([F:24])([F:23])[F:25])=[CH:17][N:16]=[C:15]([C:8]2[C:7]([O:12][CH3:13])=[N:6][C:5]([P:2]([CH3:4])([CH3:1])=[O:3])=[CH:10][N:9]=2)[N:20]=1. (5) Given the reactants [CH2:1]([N:5]1[C:13](=[O:14])[N:8]2[CH:9]=[CH:10][CH:11]=[CH:12][C:7]2=[N:6]1)[CH2:2][C:3]#[CH:4].Br[C:16]1[CH:21]=[CH:20][CH:19]=[C:18]([CH2:22][F:23])[N:17]=1, predict the reaction product. The product is: [F:23][CH2:22][C:18]1[N:17]=[C:16]([C:4]#[C:3][CH2:2][CH2:1][N:5]2[C:13](=[O:14])[N:8]3[CH:9]=[CH:10][CH:11]=[CH:12][C:7]3=[N:6]2)[CH:21]=[CH:20][CH:19]=1.